Task: Predict the reaction yield, written as a fraction of the theoretical maximum amount of product (1.0 means a 100% yield; for example, 0.34 means a 34% yield).. Dataset: Reaction yield outcomes from USPTO patents with 853,638 reactions (1) The reactants are [Cl-].O[NH3+:3].[C:4](=[O:7])([O-])[OH:5].[Na+].CS(C)=O.[CH2:13]([C:17]1[N:18]=[C:19]([CH3:46])[N:20]([C:39]2[CH:44]=[CH:43][CH:42]=[C:41]([F:45])[CH:40]=2)[C:21](=[O:38])[C:22]=1[CH2:23][C:24]1[CH:29]=[CH:28][C:27]([C:30]2[C:31]([C:36]#[N:37])=[CH:32][CH:33]=[CH:34][CH:35]=2)=[CH:26][CH:25]=1)[CH2:14][CH2:15][CH3:16]. The catalyst is O.C(OCC)(=O)C. The product is [CH2:13]([C:17]1[N:18]=[C:19]([CH3:46])[N:20]([C:39]2[CH:44]=[CH:43][CH:42]=[C:41]([F:45])[CH:40]=2)[C:21](=[O:38])[C:22]=1[CH2:23][C:24]1[CH:25]=[CH:26][C:27]([C:30]2[CH:35]=[CH:34][CH:33]=[CH:32][C:31]=2[C:36]2[NH:3][C:4](=[O:7])[O:5][N:37]=2)=[CH:28][CH:29]=1)[CH2:14][CH2:15][CH3:16]. The yield is 0.660. (2) The reactants are N1[C:5]2[CH:6]=[CH:7][CH:8]=[CH:9][C:4]=2N=N1.S(Cl)(Cl)=O.[OH:14][C:15]1[CH:23]=[CH:22][C:21]([C:24]([O:26][CH3:27])=[O:25])=[CH:20][C:16]=1[C:17]([OH:19])=O.[CH2:28]([N:30](CC)[CH2:31]C)[CH3:29]. The catalyst is C1COCC1.C(Cl)Cl.C1COCC1. The product is [OH:14][C:15]1[CH:23]=[CH:22][C:21]([C:24]([O:26][CH3:27])=[O:25])=[CH:20][C:16]=1[C:17]([N:30]1[CH2:28][CH2:29][C:5]2[C:4](=[CH:9][CH:8]=[CH:7][CH:6]=2)[CH2:31]1)=[O:19]. The yield is 0.630. (3) The reactants are [CH2:1]([NH:3][CH2:4][CH2:5][OH:6])[CH3:2].[Cl:7][C:8]1[CH:9]=[C:10]([CH:40]=[CH:41][CH:42]=1)[C:11]([NH:13][C:14]1[CH:19]=[CH:18][C:17]([NH:20][C:21]2[C:30]3[C:25](=[CH:26][C:27]([O:33][CH2:34][CH2:35][CH2:36][CH2:37][CH2:38]Cl)=[C:28]([O:31][CH3:32])[CH:29]=3)[N:24]=[CH:23][N:22]=2)=[CH:16][N:15]=1)=[O:12]. No catalyst specified. The product is [Cl:7][C:8]1[CH:9]=[C:10]([CH:40]=[CH:41][CH:42]=1)[C:11]([NH:13][C:14]1[CH:19]=[CH:18][C:17]([NH:20][C:21]2[C:30]3[C:25](=[CH:26][C:27]([O:33][CH2:34][CH2:35][CH2:36][CH2:37][CH2:38][N:3]([CH2:1][CH3:2])[CH2:4][CH2:5][OH:6])=[C:28]([O:31][CH3:32])[CH:29]=3)[N:24]=[CH:23][N:22]=2)=[CH:16][N:15]=1)=[O:12]. The yield is 0.450. (4) The reactants are [NH2:1][C:2]1[CH:10]=[C:6]([C:7]([OH:9])=[O:8])[C:5]([OH:11])=[CH:4][CH:3]=1.C(N(CC)CC)C.[CH2:19](Br)[C:20]1[CH:25]=[CH:24][CH:23]=[CH:22][CH:21]=1. The catalyst is CN(C=O)C. The product is [CH2:19]([NH:1][C:2]1[CH:10]=[C:6]([C:7]([OH:9])=[O:8])[C:5]([OH:11])=[CH:4][CH:3]=1)[C:20]1[CH:25]=[CH:24][CH:23]=[CH:22][CH:21]=1. The yield is 0.730. (5) The reactants are Br[C:2]1[CH:7]=[CH:6][C:5]([C:8]([F:11])([F:10])[F:9])=[CH:4][C:3]=1[C:12]1[N:16]([CH3:17])[N:15]=[CH:14][CH:13]=1.[B:18](OC(C)C)([O:23]C(C)C)[O:19]C(C)C.C([Li])CCC.[OH-].[Na+]. The catalyst is O.C(OCC)C. The product is [CH3:17][N:16]1[C:12]([C:3]2[CH:4]=[C:5]([C:8]([F:11])([F:10])[F:9])[CH:6]=[CH:7][C:2]=2[B:18]([OH:23])[OH:19])=[CH:13][CH:14]=[N:15]1. The yield is 0.900.